From a dataset of Full USPTO retrosynthesis dataset with 1.9M reactions from patents (1976-2016). Predict the reactants needed to synthesize the given product. (1) Given the product [C:24]([O:23][C:21](=[O:22])[NH:20][C@@H:5]([C:4](=[O:3])[NH2:31])[CH2:6][CH2:7][CH2:8][C:9]1[CH:14]=[CH:13][C:12]([O:15][C:16]([CH3:19])([CH3:18])[CH3:17])=[CH:11][CH:10]=1)([CH3:27])([CH3:26])[CH3:25], predict the reactants needed to synthesize it. The reactants are: C([O:3][C:4](=O)[C@H:5]([NH:20][C:21]([O:23][C:24]([CH3:27])([CH3:26])[CH3:25])=[O:22])[CH2:6][CH2:7][CH2:8][C:9]1[CH:14]=[CH:13][C:12]([O:15][C:16]([CH3:19])([CH3:18])[CH3:17])=[CH:11][CH:10]=1)C.CO.[NH3:31]. (2) Given the product [Cl:36][C:18]1[CH:19]=[C:20]([C:26]#[C:27][CH2:28][O:29][CH2:30][C:31]([N:33]([CH3:34])[CH3:35])=[O:32])[C:21]2[O:25][CH2:24][O:23][C:22]=2[C:17]=1[NH:16][C:38]1[C:47]2[C:42](=[CH:43][C:44]([O:50][CH3:51])=[C:45]([O:48][CH3:49])[CH:46]=2)[N:41]=[CH:40][N:39]=1, predict the reactants needed to synthesize it. The reactants are: C[Si]([N-][Si](C)(C)C)(C)C.[Na+].O1CCCC1.[NH2:16][C:17]1[C:22]2[O:23][CH2:24][O:25][C:21]=2[C:20]([C:26]#[C:27][CH2:28][O:29][CH2:30][C:31]([N:33]([CH3:35])[CH3:34])=[O:32])=[CH:19][C:18]=1[Cl:36].Cl[C:38]1[C:47]2[C:42](=[CH:43][C:44]([O:50][CH3:51])=[C:45]([O:48][CH3:49])[CH:46]=2)[N:41]=[CH:40][N:39]=1. (3) Given the product [CH2:1]1[CH:9]2[N:4]([CH2:5][CH:6]=[C:7]([C:10]3[C:18]4[C:13](=[N:14][CH:15]=[CH:16][CH:17]=4)[N:12]([S:26]([C:23]4[CH:24]=[CH:25][C:20]([CH3:19])=[CH:21][CH:22]=4)(=[O:28])=[O:27])[CH:11]=3)[CH2:8]2)[CH2:3][CH2:2]1, predict the reactants needed to synthesize it. The reactants are: [CH2:1]1[CH:9]2[N:4]([CH2:5][CH:6]=[C:7]([C:10]3[C:18]4[C:13](=[N:14][CH:15]=[CH:16][CH:17]=4)[NH:12][CH:11]=3)[CH2:8]2)[CH2:3][CH2:2]1.[CH3:19][C:20]1[CH:25]=[CH:24][C:23]([S:26](Cl)(=[O:28])=[O:27])=[CH:22][CH:21]=1.C[Si]([N-][Si](C)(C)C)(C)C.[Na+].